This data is from Forward reaction prediction with 1.9M reactions from USPTO patents (1976-2016). The task is: Predict the product of the given reaction. (1) The product is: [F:34][C:35]1[CH:36]=[C:37]([C:44]([CH3:65])([CH3:64])[CH2:45][C:46]([OH:63])([C:59]([F:60])([F:62])[F:61])[CH2:47][NH:48][C:49]2[CH:58]=[CH:57][CH:56]=[C:55]3[C:50]=2[CH:51]=[CH:52][N:53]=[CH:54]3)[C:38]2[O:42][CH2:41][CH2:40][C:39]=2[CH:43]=1. Given the reactants FC1C=C(C(C)(C)CC(O)(C(F)(F)F)C=O)C2OCCC=2C=1.NC1C=CC=C2C=1C=CN=C2.[F:34][C:35]1[CH:36]=[C:37]([C:44]([CH3:65])([CH3:64])[CH2:45][C:46]([OH:63])([C:59]([F:62])([F:61])[F:60])[CH:47]=[N:48][C:49]2[CH:58]=[CH:57][CH:56]=[C:55]3[C:50]=2[CH:51]=[CH:52][N:53]=[CH:54]3)[C:38]2[O:42][CH2:41][CH2:40][C:39]=2[CH:43]=1.[BH4-].[Na+], predict the reaction product. (2) The product is: [F:14][C:9]1[CH:10]=[CH:11][CH:12]=[CH:13][C:8]=1[C:6](=[O:7])[CH2:5][CH2:4][CH2:3][CH2:2][N:15]1[CH2:20][CH2:19][CH:18]([C:21]2[CH:22]=[C:23]([NH:27][C:28](=[O:31])[CH2:29][CH3:30])[CH:24]=[CH:25][CH:26]=2)[CH2:17][CH2:16]1. Given the reactants Cl[CH2:2][CH2:3][CH2:4][CH2:5][C:6]([C:8]1[CH:13]=[CH:12][CH:11]=[CH:10][C:9]=1[F:14])=[O:7].[NH:15]1[CH2:20][CH2:19][CH:18]([C:21]2[CH:22]=[C:23]([NH:27][C:28](=[O:31])[CH2:29][CH3:30])[CH:24]=[CH:25][CH:26]=2)[CH2:17][CH2:16]1, predict the reaction product. (3) The product is: [OH:44][C@H:31]([C:32]1[CH:37]=[CH:36][C:35]([OH:38])=[C:34]([NH:39][S:40]([CH3:43])(=[O:42])=[O:41])[CH:33]=1)[CH2:30][NH:29][CH2:28][CH2:27][C:24]1[CH:23]=[CH:22][C:21]([NH:20][CH:17]2[CH2:16][CH2:15][N:14]([C:12]([N:9]3[CH2:8][CH2:7][CH:6]([C:4]([OH:5])=[O:3])[CH2:11][CH2:10]3)=[O:13])[CH2:19][CH2:18]2)=[CH:26][CH:25]=1. Given the reactants C([O:3][C:4]([CH:6]1[CH2:11][CH2:10][N:9]([C:12]([N:14]2[CH2:19][CH2:18][CH:17]([NH:20][C:21]3[CH:26]=[CH:25][C:24]([CH2:27][CH2:28][NH:29][CH2:30][C@H:31]([OH:44])[C:32]4[CH:37]=[CH:36][C:35]([OH:38])=[C:34]([NH:39][S:40]([CH3:43])(=[O:42])=[O:41])[CH:33]=4)=[CH:23][CH:22]=3)[CH2:16][CH2:15]2)=[O:13])[CH2:8][CH2:7]1)=[O:5])C.[OH-].[Na+].Cl, predict the reaction product. (4) Given the reactants Br[C:2]1[CH:6]=[CH:5][S:4][CH:3]=1.[O:7]=[C:8]1[CH2:12][CH2:11][N:10]([C:13]([O:15][C:16]([CH3:19])([CH3:18])[CH3:17])=[O:14])[CH2:9]1, predict the reaction product. The product is: [OH:7][C:8]1([C:2]2[CH:6]=[CH:5][S:4][CH:3]=2)[CH2:12][CH2:11][N:10]([C:13]([O:15][C:16]([CH3:19])([CH3:18])[CH3:17])=[O:14])[CH2:9]1. (5) Given the reactants [H-].[Na+].[F:3][C:4]1[CH:12]=[C:11]2[C:7]([CH:8]=[CH:9][NH:10]2)=[CH:6][C:5]=1[N:13]1[C:21](=[O:22])[C:20]2[C:15](=[CH:16][CH:17]=[CH:18][CH:19]=2)[C:14]1=[O:23].Cl.[N:25]1[CH:30]=[CH:29][CH:28]=[CH:27][C:26]=1[CH2:31]Cl.C(=O)([O-])[O-].[K+].[K+].OC1C=CC=C[N+]=1[O-].CCN=C=NCCCN(C)C, predict the reaction product. The product is: [F:3][C:4]1[CH:12]=[C:11]2[C:7]([CH:8]=[CH:9][N:10]2[CH2:31][C:26]2[CH:27]=[CH:28][CH:29]=[CH:30][N:25]=2)=[CH:6][C:5]=1[N:13]1[C:21](=[O:22])[C:20]2[C:15](=[CH:16][CH:17]=[CH:18][CH:19]=2)[C:14]1=[O:23]. (6) Given the reactants CC(OC(/N=N/C(OC(C)C)=O)=O)C.[F:15][C:16]1[CH:17]=[C:18]([OH:27])[CH:19]=[CH:20][C:21]=1[CH2:22][S:23]([CH3:26])(=[O:25])=[O:24].[CH:28]([C:31]1[O:35][N:34]=[C:33]([N:36]2[CH2:41][CH2:40][CH:39]([CH2:42][CH2:43][CH2:44]O)[CH2:38][CH2:37]2)[N:32]=1)([CH3:30])[CH3:29].C1C=CC(P(C2C=CC=CC=2)C2C=CC=CC=2)=CC=1, predict the reaction product. The product is: [F:15][C:16]1[CH:17]=[C:18]([CH:19]=[CH:20][C:21]=1[CH2:22][S:23]([CH3:26])(=[O:24])=[O:25])[O:27][CH2:44][CH2:43][CH2:42][CH:39]1[CH2:40][CH2:41][N:36]([C:33]2[N:32]=[C:31]([CH:28]([CH3:29])[CH3:30])[O:35][N:34]=2)[CH2:37][CH2:38]1. (7) Given the reactants [F:1][C:2]1[CH:7]=[CH:6][C:5]([C:8]2[CH:13]=[CH:12][N:11]=[CH:10][C:9]=2[N:14]([CH3:28])[C:15](=[O:27])[C:16]2[CH:21]=[C:20]([C:22]([F:25])([F:24])[F:23])[CH:19]=[C:18]([SH:26])[CH:17]=2)=[C:4]([O:29][CH3:30])[CH:3]=1.Br[CH2:32][CH2:33][CH2:34][CH2:35][C:36]([OH:38])=[O:37].CCN(C(C)C)C(C)C.[NH4+].[Cl-], predict the reaction product. The product is: [F:1][C:2]1[CH:7]=[CH:6][C:5]([C:8]2[CH:13]=[CH:12][N:11]=[CH:10][C:9]=2[N:14]([CH3:28])[C:15]([C:16]2[CH:17]=[C:18]([S:26][CH2:32][CH2:33][CH2:34][CH2:35][C:36]([OH:38])=[O:37])[CH:19]=[C:20]([C:22]([F:25])([F:24])[F:23])[CH:21]=2)=[O:27])=[C:4]([O:29][CH3:30])[CH:3]=1.